Predict the reactants needed to synthesize the given product. From a dataset of Full USPTO retrosynthesis dataset with 1.9M reactions from patents (1976-2016). Given the product [Br:1][C:2]1[CH:3]=[CH:4][C:5]([C:8]2[N:12]([CH2:19][CH:20]3[CH2:24][CH2:23][N:22]([C:25]([O:27][C:28]([CH3:29])([CH3:31])[CH3:30])=[O:26])[CH2:21]3)[C:11]([CH3:13])=[CH:10][N:9]=2)=[CH:6][CH:7]=1, predict the reactants needed to synthesize it. The reactants are: [Br:1][C:2]1[CH:7]=[CH:6][C:5]([C:8]2[NH:9][CH:10]=[C:11]([CH3:13])[N:12]=2)=[CH:4][CH:3]=1.CS(O[CH2:19][CH:20]1[CH2:24][CH2:23][N:22]([C:25]([O:27][C:28]([CH3:31])([CH3:30])[CH3:29])=[O:26])[CH2:21]1)(=O)=O.[H-].[Na+].